This data is from Full USPTO retrosynthesis dataset with 1.9M reactions from patents (1976-2016). The task is: Predict the reactants needed to synthesize the given product. (1) The reactants are: [CH2:1]([O:8][CH2:9][C@H:10]([OH:36])[CH2:11][C:12]1[N:13](C(C2C=CC=CC=2)(C2C=CC=CC=2)C2C=CC=CC=2)[CH:14]=[CH:15][N:16]=1)[C:2]1[CH:7]=[CH:6][CH:5]=[CH:4][CH:3]=1.Cl. Given the product [CH2:1]([O:8][CH2:9][C@H:10]([OH:36])[CH2:11][C:12]1[NH:13][CH:14]=[CH:15][N:16]=1)[C:2]1[CH:7]=[CH:6][CH:5]=[CH:4][CH:3]=1, predict the reactants needed to synthesize it. (2) Given the product [F:10][C:11]1[CH:12]=[C:13]([C:17]2[NH:8][C:6]([CH3:7])=[C:5]([C:4]([O:3][CH2:1][CH3:2])=[O:9])[C:19](=[O:20])[CH:18]=2)[CH:14]=[CH:15][CH:16]=1, predict the reactants needed to synthesize it. The reactants are: [CH2:1]([O:3][C:4](=[O:9])/[CH:5]=[C:6](\[NH2:8])/[CH3:7])[CH3:2].[F:10][C:11]1[CH:12]=[C:13]([C:17](=O)[CH2:18][C:19](OCC)=[O:20])[CH:14]=[CH:15][CH:16]=1. (3) Given the product [Br:24][C:2]1[C:11]2[C:6](=[CH:7][CH:8]=[CH:9][CH:10]=2)[C:5](=[O:12])[N:4]([C:13]2[CH:18]=[CH:17][C:16]([CH:19]([CH3:21])[CH3:20])=[CH:15][CH:14]=2)[N:3]=1, predict the reactants needed to synthesize it. The reactants are: O[C:2]1[C:11]2[C:6](=[CH:7][CH:8]=[CH:9][CH:10]=2)[C:5](=[O:12])[N:4]([C:13]2[CH:18]=[CH:17][C:16]([CH:19]([CH3:21])[CH3:20])=[CH:15][CH:14]=2)[N:3]=1.P(Br)(Br)([Br:24])=O.C(C1C=C(C)C=C(C(C)(C)C)C=1O)(C)(C)C. (4) Given the product [CH2:26]([S:28]([N:23]1[CH2:24][CH2:25][CH:20]([C:11]2[C:10]3[C:14](=[C:15]([C:17]([NH2:19])=[O:18])[CH:16]=[C:8]([C:5]4[CH:6]=[CH:7][C:2]([CH3:1])=[CH:3][CH:4]=4)[CH:9]=3)[NH:13][CH:12]=2)[CH2:21][CH2:22]1)(=[O:30])=[O:29])[CH3:27], predict the reactants needed to synthesize it. The reactants are: [CH3:1][C:2]1[CH:7]=[CH:6][C:5]([C:8]2[CH:9]=[C:10]3[C:14](=[C:15]([C:17]([NH2:19])=[O:18])[CH:16]=2)[NH:13][CH:12]=[C:11]3[CH:20]2[CH2:25][CH2:24][NH:23][CH2:22][CH2:21]2)=[CH:4][CH:3]=1.[CH2:26]([S:28](Cl)(=[O:30])=[O:29])[CH3:27].C(N(CC)CC)C. (5) Given the product [Cl:3][C:4]1[C:12]2[N:11]=[C:10]3[N:13]([C:17]4[CH:22]=[CH:21][C:20]([Cl:23])=[CH:19][C:18]=4[Cl:24])[CH2:14][CH2:15][CH2:16][N:9]3[C:8]=2[C:7]([C:25]([CH3:29])([CH3:28])[CH2:26][O:27][CH3:30])=[CH:6][CH:5]=1, predict the reactants needed to synthesize it. The reactants are: [H-].[Na+].[Cl:3][C:4]1[C:12]2[N:11]=[C:10]3[N:13]([C:17]4[CH:22]=[CH:21][C:20]([Cl:23])=[CH:19][C:18]=4[Cl:24])[CH2:14][CH2:15][CH2:16][N:9]3[C:8]=2[C:7]([C:25]([CH3:29])([CH3:28])[CH2:26][OH:27])=[CH:6][CH:5]=1.[CH3:30]I.